This data is from Experimentally validated miRNA-target interactions with 360,000+ pairs, plus equal number of negative samples. The task is: Binary Classification. Given a miRNA mature sequence and a target amino acid sequence, predict their likelihood of interaction. (1) The miRNA is hsa-miR-3065-5p with sequence UCAACAAAAUCACUGAUGCUGGA. The protein sequence of the target gene is MEALLLGAGLLLGAYVLVYYNLVKAPPCGGMGNLRGRTAVVTGANSGIGKMTALELARRGARVVLACRSQERGEAAAFDLRQESGNNEVIFMALDLASLASVRAFATAFLSSEPRLDILIHNAGISSCGRTREAFNLLLRVNHIGPFLLTHLLLPCLKACAPSRVVVVASAAHCRGRLDFKRLDRPVVGWRQELRAYADTKLANVLFARELANQLEATGVTCYAAHPGPVNSELFLRHVPGWLRPLLRPLAWLVLRAPRGGAQTPLYCALQEGIEPLSGRYFANCHVEEVPPAARDDRAA.... Result: 0 (no interaction). (2) The miRNA is hsa-miR-575 with sequence GAGCCAGUUGGACAGGAGC. The protein sequence of the target gene is MSYCRQEGKDRIIFVTKEDHETPSSAELVADDPNDPYEEHGLILPNGNINWNCPCLGGMASGPCGEQFKSAFSCFHYSTEEIKGSDCVDQFRAMQECMQKYPDLYPQEDEDEEEEREKKPAEQAEETAPIEATATKEEEGSS. Result: 1 (interaction).